Predict which catalyst facilitates the given reaction. From a dataset of Catalyst prediction with 721,799 reactions and 888 catalyst types from USPTO. (1) Reactant: [N+:1]([C:4]1[C:9]2[N:10]=[C:11]([C:14]3[CH:19]=[CH:18][CH:17]=[CH:16][CH:15]=3)[CH2:12][O:13][C:8]=2[CH:7]=[CH:6][CH:5]=1)([O-])=O. Product: [C:14]1([CH:11]2[NH:10][C:9]3=[C:4]([NH2:1])[CH:5]=[CH:6][CH:7]=[C:8]3[O:13][CH2:12]2)[CH:15]=[CH:16][CH:17]=[CH:18][CH:19]=1. The catalyst class is: 5. (2) Product: [CH3:44][O:45][C:15]1([P:11]2(=[O:14])[CH2:12][CH2:13][NH:8][CH2:9][CH2:10]2)[CH:16]=[CH:17][C:18]([NH:21][C:22]2[N:27]=[C:26]([NH:28][C:29]3[CH:34]=[CH:33][CH:32]=[CH:31][C:30]=3[S:35]([CH:38]([CH3:40])[CH3:39])(=[O:37])=[O:36])[CH:25]=[CH:24][N:23]=2)=[CH:19][CH2:20]1. The catalyst class is: 45. Reactant: C([N:8]1[CH2:13][CH2:12][P:11]([C:15]2[CH:20]=[CH:19][C:18]([NH:21][C:22]3[N:27]=[C:26]([NH:28][C:29]4[CH:34]=[CH:33][CH:32]=[CH:31][C:30]=4[S:35]([CH:38]([CH3:40])[CH3:39])(=[O:37])=[O:36])[C:25](Cl)=[CH:24][N:23]=3)=[C:17](OC)[CH:16]=2)(=[O:14])[CH2:10][CH2:9]1)C1C=CC=CC=1.[CH:44]([O-])=[O:45].[NH4+]. (3) Reactant: Br[CH2:2][CH2:3][CH2:4][CH2:5][C:6]([CH3:10])([CH3:9])[CH2:7][OH:8].[C:11]1(=[O:21])[NH:15][C:14](=[O:16])[C:13]2=[CH:17][CH:18]=[CH:19][CH:20]=[C:12]12.[K]. Product: [CH3:9][C:6]([CH3:10])([CH2:5][CH2:4][CH2:3][CH2:2][N:15]1[C:14](=[O:16])[C:13]2=[CH:17][CH:18]=[CH:19][CH:20]=[C:12]2[C:11]1=[O:21])[CH2:7][OH:8]. The catalyst class is: 3. (4) Reactant: ClC1C=C(Cl)C=CC=1C[O:10][C@@H:11]1[C@@H:15]([CH2:16][O:17]CC2C=CC(Cl)=CC=2Cl)[O:14][C@@H:13]([N:27]2[CH:39]=[C:31]3[CH:32]=[CH:33][C:34]4[CH2:35][NH:36][N:37]=[CH:38][C:29]([C:30]=43)=[N:28]2)[C@:12]1([CH3:41])[OH:40].B(Cl)(Cl)Cl.CO. Product: [CH3:41][C@@:12]1([OH:40])[C@H:11]([OH:10])[C@@H:15]([CH2:16][OH:17])[O:14][C@H:13]1[N:27]1[CH:39]=[C:31]2[CH:32]=[CH:33][C:34]3[CH2:35][NH:36][N:37]=[CH:38][C:29]([C:30]=32)=[N:28]1. The catalyst class is: 2. (5) Reactant: [NH2:1][C:2]1[CH2:7][CH2:6][CH2:5][CH2:4][C:3]=1[C:8]([O:10][CH2:11][CH3:12])=[O:9].N1C=CC=CC=1.[CH2:19](Cl)[C:20]1[CH:25]=[CH:24][CH:23]=[CH:22][CH:21]=1.[OH2:27]. Product: [C:19]([NH:1][C:2]1[CH2:7][CH2:6][CH2:5][CH2:4][C:3]=1[C:8]([O:10][CH2:11][CH3:12])=[O:9])(=[O:27])[C:20]1[CH:25]=[CH:24][CH:23]=[CH:22][CH:21]=1. The catalyst class is: 10. (6) Reactant: F[C:2]1[C:3]([CH:8]=[O:9])=[N:4][CH:5]=[CH:6][CH:7]=1.[Na+].[F:11][C:12]1[CH:17]=[CH:16][C:15]([S:18]([O-:20])=[O:19])=[CH:14][CH:13]=1.CS(C)=O. Product: [F:11][C:12]1[CH:17]=[CH:16][C:15]([S:18]([C:2]2[C:3]([CH:8]=[O:9])=[N:4][CH:5]=[CH:6][CH:7]=2)(=[O:20])=[O:19])=[CH:14][CH:13]=1. The catalyst class is: 6. (7) Reactant: Cl[C:2]1[C:11]2[C:6](=[CH:7][C:8]([F:13])=[CH:9][C:10]=2[F:12])[N:5]=[C:4]([C:14]2[CH:15]=[N:16][CH:17]=[C:18]([CH3:20])[CH:19]=2)[C:3]=1[CH3:21].[CH3:22][C:23]1([CH3:38])[C:27]2=[N:28][CH:29]=[C:30]([N:32]3[CH2:37][CH2:36][O:35][CH2:34][CH2:33]3)[CH:31]=[C:26]2[NH:25][CH2:24]1.CC(C1C=C(C(C)C)C(C2C=CC=CC=2P(C2CCCCC2)C2CCCCC2)=C(C(C)C)C=1)C.CC(C)([O-])C.[Na+]. The catalyst class is: 187. Product: [CH3:22][C:23]1([CH3:38])[C:27]2=[N:28][CH:29]=[C:30]([N:32]3[CH2:37][CH2:36][O:35][CH2:34][CH2:33]3)[CH:31]=[C:26]2[N:25]([C:2]2[C:11]3[C:6](=[CH:7][C:8]([F:13])=[CH:9][C:10]=3[F:12])[N:5]=[C:4]([C:14]3[CH:15]=[N:16][CH:17]=[C:18]([CH3:20])[CH:19]=3)[C:3]=2[CH3:21])[CH2:24]1. (8) Product: [CH2:1]([O:4][C:5]1[CH:10]=[C:9]([Br:11])[CH:8]=[CH:7][C:6]=1[C@H:12]1[N:47]([C:48]2[CH:49]=[CH:50][CH:51]=[CH:52][CH:53]=2)[C:14](=[O:15])[C@@H:13]1[CH2:29][CH2:30][C@H:31]([O:39][Si:40]([C:43]([CH3:46])([CH3:45])[CH3:44])([CH3:42])[CH3:41])[C:32]1[CH:33]=[CH:34][C:35]([F:38])=[CH:36][CH:37]=1)[CH:2]=[CH2:3]. The catalyst class is: 282. Reactant: [CH2:1]([O:4][C:5]1[CH:10]=[C:9]([Br:11])[CH:8]=[CH:7][C:6]=1[C@@H:12]([NH:47][C:48]1[CH:53]=[CH:52][CH:51]=[CH:50][CH:49]=1)[C@@H:13]([CH2:29][CH2:30][C@H:31]([O:39][Si:40]([C:43]([CH3:46])([CH3:45])[CH3:44])([CH3:42])[CH3:41])[C:32]1[CH:37]=[CH:36][C:35]([F:38])=[CH:34][CH:33]=1)[C:14](N1[C@@H](CC2C=CC=CC=2)COC1=O)=[O:15])[CH:2]=[CH2:3].O.O.O.[F-].C([N+](CCCC)(CCCC)CCCC)CCC. (9) Reactant: [NH2:1][C:2]1[CH:7]=[C:6]([Cl:8])[C:5]([O:9][CH3:10])=[CH:4][C:3]=1[NH:11][CH:12]1[CH2:17][CH2:16][N:15]([C:18]([O:20][C:21]([CH3:24])([CH3:23])[CH3:22])=[O:19])[CH2:14][CH2:13]1.[C:25](Cl)(Cl)=[O:26].C(N(CC)CC)C. Product: [CH3:10][O:9][C:5]1[C:6]([Cl:8])=[CH:7][C:2]2[NH:1][C:25](=[O:26])[N:11]([CH:12]3[CH2:13][CH2:14][N:15]([C:18]([O:20][C:21]([CH3:24])([CH3:23])[CH3:22])=[O:19])[CH2:16][CH2:17]3)[C:3]=2[CH:4]=1. The catalyst class is: 4. (10) Reactant: [Br:1][C:2]1[CH:3]=[C:4]([NH2:10])[C:5]([O:8][CH3:9])=[N:6][CH:7]=1.[CH2:11]([N:13]1[CH:17]=[C:16]([S:18](Cl)(=[O:20])=[O:19])[CH:15]=[N:14]1)[CH3:12]. Product: [Br:1][C:2]1[CH:3]=[C:4]([NH:10][S:18]([C:16]2[CH:15]=[N:14][N:13]([CH2:11][CH3:12])[CH:17]=2)(=[O:20])=[O:19])[C:5]([O:8][CH3:9])=[N:6][CH:7]=1. The catalyst class is: 17.